From a dataset of NCI-60 drug combinations with 297,098 pairs across 59 cell lines. Regression. Given two drug SMILES strings and cell line genomic features, predict the synergy score measuring deviation from expected non-interaction effect. (1) Drug 1: CN(CC1=CN=C2C(=N1)C(=NC(=N2)N)N)C3=CC=C(C=C3)C(=O)NC(CCC(=O)O)C(=O)O. Drug 2: CC1CCCC2(C(O2)CC(NC(=O)CC(C(C(=O)C(C1O)C)(C)C)O)C(=CC3=CSC(=N3)C)C)C. Cell line: NCI-H226. Synergy scores: CSS=29.4, Synergy_ZIP=-6.14, Synergy_Bliss=-5.70, Synergy_Loewe=-6.18, Synergy_HSA=-3.65. (2) Drug 1: CN(CC1=CN=C2C(=N1)C(=NC(=N2)N)N)C3=CC=C(C=C3)C(=O)NC(CCC(=O)O)C(=O)O. Drug 2: CN(C(=O)NC(C=O)C(C(C(CO)O)O)O)N=O. Cell line: OVCAR3. Synergy scores: CSS=22.7, Synergy_ZIP=2.51, Synergy_Bliss=8.00, Synergy_Loewe=-28.8, Synergy_HSA=3.32.